This data is from HIV replication inhibition screening data with 41,000+ compounds from the AIDS Antiviral Screen. The task is: Binary Classification. Given a drug SMILES string, predict its activity (active/inactive) in a high-throughput screening assay against a specified biological target. (1) The molecule is COC(=O)C1C(O)C(C)C(O)C(C)(O)C=CC=C(C)C(=O)Nc2c(C)c(OC(C)=O)c3c(c2O)C(=O)C(C)=C2OCOC(=C23)C(C)=CC(C)(O)C(O)C(C)C1OC(C)=O. The result is 0 (inactive). (2) The compound is CCOC(=O)C(=Cc1ccc(C#N)cc1)[Se]c1ccccc1. The result is 0 (inactive).